Dataset: Reaction yield outcomes from USPTO patents with 853,638 reactions. Task: Predict the reaction yield, written as a fraction of the theoretical maximum amount of product (1.0 means a 100% yield; for example, 0.34 means a 34% yield). (1) The reactants are [CH:1]1[C:6]([C:7]#[N:8])=[CH:5][CH:4]=[C:3]([OH:9])[CH:2]=1.[C:10](=[O:13])([O-])[O-:11].[K+].[K+].[C:16](O)(=O)[CH2:17][CH3:18].O.[CH3:22][C:23](C)=O. No catalyst specified. The product is [C:7]([C:6]1[CH:5]=[CH:4][C:3]([O:9][C:17]([CH3:18])([CH3:16])[C:10]([O:11][CH2:22][CH3:23])=[O:13])=[CH:2][CH:1]=1)#[N:8]. The yield is 0.469. (2) The reactants are [CH3:1][NH2:2].Cl[CH2:4][C:5]1[N:9]=[C:8]([C:10]2[CH:15]=[CH:14][CH:13]=[C:12]([Cl:16])[CH:11]=2)[O:7][N:6]=1. The catalyst is CCO. The product is [Cl:16][C:12]1[CH:11]=[C:10]([C:8]2[O:7][N:6]=[C:5]([CH2:4][NH:2][CH3:1])[N:9]=2)[CH:15]=[CH:14][CH:13]=1. The yield is 1.00. (3) The reactants are [C:1]1([C:7](=[O:16])[CH:8]([C:10]2[CH:15]=[CH:14][CH:13]=[CH:12][N:11]=2)[CH3:9])[CH:6]=[CH:5][CH:4]=[CH:3][CH:2]=1.[H-].[Na+].[CH3:19]I. The catalyst is C1COCC1. The product is [CH3:9][C:8]([C:10]1[CH:15]=[CH:14][CH:13]=[CH:12][N:11]=1)([CH3:19])[C:7]([C:1]1[CH:2]=[CH:3][CH:4]=[CH:5][CH:6]=1)=[O:16]. The yield is 0.690. (4) The reactants are [Cl:1][C:2]1[N:3]=[C:4](Cl)[C:5]2[CH2:10][CH2:9][CH:8]([C:11]3[CH:16]=[CH:15][C:14]([F:17])=[CH:13][CH:12]=3)[C:6]=2[N:7]=1.[CH3:19][N:20]1[CH2:25][CH2:24][NH:23][CH2:22][CH2:21]1. No catalyst specified. The product is [Cl:1][C:2]1[N:3]=[C:4]([N:23]2[CH2:24][CH2:25][N:20]([CH3:19])[CH2:21][CH2:22]2)[C:5]2[CH2:10][CH2:9][CH:8]([C:11]3[CH:16]=[CH:15][C:14]([F:17])=[CH:13][CH:12]=3)[C:6]=2[N:7]=1. The yield is 0.890. (5) The reactants are Br[C:2]1[CH:3]=[C:4]2[C:9](=[CH:10][CH:11]=1)[N:8]=[CH:7][C:6]([C:12]([CH:14]1[CH2:16][CH2:15]1)=[O:13])=[C:5]2[NH:17][C:18]1[CH:19]=[CH:20][C:21]([N:24]2[CH2:28][CH2:27][CH:26]([N:29]([CH3:37])C(=O)OC(C)(C)C)[CH2:25]2)=[N:22][CH:23]=1.[Cl:38][C:39]1[CH:44]=[C:43](B2OC(C)(C)C(C)(C)O2)[CH:42]=[C:41]([Cl:54])[C:40]=1[OH:55].C([O-])([O-])=O.[Cs+].[Cs+].[ClH:62].C(O)(C(F)(F)[F:66])=O. The catalyst is O1CCOCC1.C1C=CC(P(C2C=CC=CC=2)[C-]2C=CC=C2)=CC=1.C1C=CC(P(C2C=CC=CC=2)[C-]2C=CC=C2)=CC=1.Cl[Pd]Cl.[Fe+2]. The product is [ClH:38].[ClH:62].[ClH:38].[Cl:54][C:41]1[CH:42]=[C:43]([C:2]2[CH:3]=[C:4]3[C:9](=[CH:10][CH:11]=2)[N:8]=[CH:7][C:6]([C:12]([CH:14]2[CH2:16][CH2:15]2)=[O:13])=[C:5]3[NH:17][C:18]2[CH:23]=[N:22][C:21]([N:24]3[CH2:28][CH2:27][CH:26]([NH:29][CH3:37])[CH2:25]3)=[CH:20][CH:19]=2)[CH:44]=[C:39]([F:66])[C:40]=1[OH:55]. The yield is 0.470. (6) The reactants are [NH2:1][C:2]1[CH:23]=[CH:22][C:5]([O:6][C:7]2[N:12]=[CH:11][N:10]=[C:9]([NH:13][C:14]3[CH:19]=[CH:18][C:17]([S:20][CH3:21])=[CH:16][CH:15]=3)[CH:8]=2)=[CH:4][CH:3]=1.[C:24]1([N:30]=[C:31]=[O:32])[CH:29]=[CH:28][CH:27]=[CH:26][CH:25]=1.O. The catalyst is CN(C)C=O.C(OCC)(=O)C.CCCCCC. The product is [CH3:21][S:20][C:17]1[CH:18]=[CH:19][C:14]([NH:13][C:9]2[N:10]=[CH:11][N:12]=[C:7]([O:6][C:5]3[CH:22]=[CH:23][C:2]([NH:1][C:31]([NH:30][C:24]4[CH:29]=[CH:28][CH:27]=[CH:26][CH:25]=4)=[O:32])=[CH:3][CH:4]=3)[CH:8]=2)=[CH:15][CH:16]=1. The yield is 0.940. (7) The reactants are [C:1]([O:5][C:6](=[O:24])[NH:7][CH:8]1[CH2:13][CH2:12][CH:11]([CH3:14])[N:10]([C:15]2[CH:20]=[CH:19][N:18]=[CH:17][C:16]=2[N+:21]([O-])=O)[CH2:9]1)([CH3:4])([CH3:3])[CH3:2]. The catalyst is CCO.[Pd]. The product is [C:1]([O:5][C:6](=[O:24])[NH:7][CH:8]1[CH2:13][CH2:12][CH:11]([CH3:14])[N:10]([C:15]2[CH:20]=[CH:19][N:18]=[CH:17][C:16]=2[NH2:21])[CH2:9]1)([CH3:2])([CH3:3])[CH3:4]. The yield is 0.930. (8) The reactants are [S:1](N)(N)(=[O:3])=[O:2].[F:6][C:7]1[CH:12]=[CH:11][CH:10]=[C:9]([F:13])[C:8]=1[NH:14][C:15]1[C:16]([NH2:21])=[CH:17][CH:18]=[CH:19][CH:20]=1. The catalyst is COCCOCCOC.CCOCC. The product is [F:6][C:7]1[CH:12]=[CH:11][CH:10]=[C:9]([F:13])[C:8]=1[N:14]1[C:15]2[CH:20]=[CH:19][CH:18]=[CH:17][C:16]=2[NH:21][S:1]1(=[O:3])=[O:2]. The yield is 0.310. (9) The reactants are Br[C:2]1[CH:11]=[C:10]([C:12]2[CH:17]=[CH:16][N:15]=[CH:14][CH:13]=2)[CH:9]=[C:8]2[C:3]=1[CH:4]=[CH:5][N:6]=[CH:7]2.[NH2:18][CH2:19][C:20]([NH2:23])([CH3:22])[CH3:21].C1C=CC(P(C2C(C3C(P(C4C=CC=CC=4)C4C=CC=CC=4)=CC=C4C=3C=CC=C4)=C3C(C=CC=C3)=CC=2)C2C=CC=CC=2)=CC=1.CC([O-])(C)C.[Na+]. The catalyst is C1(C)C=CC=CC=1.C1C=CC(/C=C/C(/C=C/C2C=CC=CC=2)=O)=CC=1.C1C=CC(/C=C/C(/C=C/C2C=CC=CC=2)=O)=CC=1.C1C=CC(/C=C/C(/C=C/C2C=CC=CC=2)=O)=CC=1.[Pd].[Pd]. The product is [CH3:21][C:20]([NH2:23])([CH3:22])[CH2:19][NH:18][C:2]1[CH:11]=[C:10]([C:12]2[CH:17]=[CH:16][N:15]=[CH:14][CH:13]=2)[CH:9]=[C:8]2[C:3]=1[CH:4]=[CH:5][N:6]=[CH:7]2. The yield is 0.320.